Task: Predict the reaction yield, written as a fraction of the theoretical maximum amount of product (1.0 means a 100% yield; for example, 0.34 means a 34% yield).. Dataset: Reaction yield outcomes from USPTO patents with 853,638 reactions (1) The reactants are [NH2:1][C:2]1[N:7]=[C:6]([NH:8][C:9]2[CH:27]=[CH:26][C:12]([CH2:13][O:14][C:15](=[O:25])[CH2:16][NH:17]C(OC(C)(C)C)=O)=[CH:11][CH:10]=2)[CH:5]=[C:4]([C:28]2[CH:33]=[C:32]([Cl:34])[CH:31]=[CH:30][C:29]=2[O:35][CH2:36][CH3:37])[N:3]=1.Cl. The catalyst is C(OCC)(=O)C.O1CCOCC1. The product is [NH2:1][C:2]1[N:7]=[C:6]([NH:8][C:9]2[CH:10]=[CH:11][C:12]([CH2:13][O:14][C:15](=[O:25])[CH2:16][NH2:17])=[CH:26][CH:27]=2)[CH:5]=[C:4]([C:28]2[CH:33]=[C:32]([Cl:34])[CH:31]=[CH:30][C:29]=2[O:35][CH2:36][CH3:37])[N:3]=1. The yield is 0.480. (2) The reactants are [O:1]1[CH:6]=[CH:5][CH2:4][CH2:3][CH2:2]1.[CH2:7]([OH:11])[CH2:8][CH:9]=[CH2:10]. The catalyst is CCOCC.C1(C)C=CC(S(O)(=O)=O)=CC=1. The product is [CH2:7]([O:11][CH:6]1[CH2:5][CH2:4][CH2:3][CH2:2][O:1]1)[CH2:8][CH:9]=[CH2:10]. The yield is 0.900. (3) The reactants are [NH2:1][C:2]1[CH:34]=[CH:33][C:5]([O:6][C:7]2[CH:12]=[CH:11][N:10]=[C:9]3[N:13](CC4C=CC(OC)=CC=4)[N:14]=[C:15]([NH:16][CH:17]4[CH2:22][CH2:21][N:20]([CH3:23])[CH2:19][CH2:18]4)[C:8]=23)=[C:4]([F:35])[CH:3]=1.[F:36][C:37]1[CH:42]=[CH:41][C:40]([N:43]2[C:48](=[O:49])[C:47]([C:50](O)=[O:51])=[CH:46][CH:45]=[N:44]2)=[CH:39][CH:38]=1.C([O-])(O)=O.[Na+]. No catalyst specified. The product is [F:35][C:4]1[CH:3]=[C:2]([NH:1][C:50]([C:47]2[C:48](=[O:49])[N:43]([C:40]3[CH:41]=[CH:42][C:37]([F:36])=[CH:38][CH:39]=3)[N:44]=[CH:45][CH:46]=2)=[O:51])[CH:34]=[CH:33][C:5]=1[O:6][C:7]1[CH:12]=[CH:11][N:10]=[C:9]2[NH:13][N:14]=[C:15]([NH:16][CH:17]3[CH2:22][CH2:21][N:20]([CH3:23])[CH2:19][CH2:18]3)[C:8]=12. The yield is 0.960. (4) The reactants are [CH3:1][O:2][CH:3]1[CH2:8][CH2:7][NH:6][CH2:5][CH2:4]1.C(O)(C(F)(F)F)=O.C(N(CC)CC)C.[C:23]([O:26][C@H:27]1[CH2:44][CH2:43][C@@:42]2([CH3:45])[C@@H:29]([CH2:30][CH2:31][C@:32]3([CH3:57])[C@@H:41]2[CH2:40][CH2:39][C@H:38]2[C@@:33]3([CH3:56])[CH2:34][CH2:35][C@@:36]3([C:53](Cl)=[O:54])[CH2:48][CH2:47][C@@H:46]([C:49]4([CH3:52])[CH2:51][CH2:50]4)[C@@H:37]32)[C:28]1([CH3:59])[CH3:58])(=[O:25])[CH3:24]. The catalyst is C(Cl)Cl. The product is [C:23]([O:26][C@H:27]1[CH2:44][CH2:43][C@@:42]2([CH3:45])[C@@H:29]([CH2:30][CH2:31][C@:32]3([CH3:57])[C@@H:41]2[CH2:40][CH2:39][C@H:38]2[C@@:33]3([CH3:56])[CH2:34][CH2:35][C@@:36]3([C:53]([N:6]4[CH2:7][CH2:8][CH:3]([O:2][CH3:1])[CH2:4][CH2:5]4)=[O:54])[CH2:48][CH2:47][C@@H:46]([C:49]4([CH3:52])[CH2:50][CH2:51]4)[C@@H:37]32)[C:28]1([CH3:59])[CH3:58])(=[O:25])[CH3:24]. The yield is 0.738. (5) The reactants are I[C:2]1[C:10]2[C:5](=[N:6][CH:7]=[N:8][C:9]=2[NH2:11])[N:4]([CH:12]2[CH2:17][CH2:16][N:15]([CH3:18])[CH2:14][CH2:13]2)[N:3]=1.[CH3:19][O:20][C:21]1[CH:26]=[C:25](B2OC(C)(C)C(C)(C)O2)[CH:24]=[CH:23][C:22]=1[NH:36][C:37](=[O:43])[O:38][C:39]([CH3:42])([CH3:41])[CH3:40].C(=O)([O-])[O-].[Na+].[Na+].COCCOC. The catalyst is O. The product is [NH2:11][C:9]1[N:8]=[CH:7][N:6]=[C:5]2[N:4]([CH:12]3[CH2:17][CH2:16][N:15]([CH3:18])[CH2:14][CH2:13]3)[N:3]=[C:2]([C:25]3[CH:24]=[CH:23][C:22]([NH:36][C:37](=[O:43])[O:38][C:39]([CH3:40])([CH3:41])[CH3:42])=[C:21]([O:20][CH3:19])[CH:26]=3)[C:10]=12. The yield is 0.730. (6) The reactants are CC(OI1(OC(C)=O)(OC(C)=O)OC(=O)C2C=CC=CC1=2)=O.[CH:23]1([CH:26]([C:28]2[S:29][C:30]([C:33]3[CH:38]=[CH:37][CH:36]=[C:35]([NH:39][C:40]4[N:45]=[C:44]([C:46]([F:49])([F:48])[F:47])[CH:43]=[CH:42][N:41]=4)[CH:34]=3)=[CH:31][N:32]=2)[OH:27])[CH2:25][CH2:24]1. The catalyst is ClCCl.C(OCC)(=O)C. The product is [CH:23]1([C:26]([C:28]2[S:29][C:30]([C:33]3[CH:38]=[CH:37][CH:36]=[C:35]([NH:39][C:40]4[N:45]=[C:44]([C:46]([F:47])([F:48])[F:49])[CH:43]=[CH:42][N:41]=4)[CH:34]=3)=[CH:31][N:32]=2)=[O:27])[CH2:25][CH2:24]1. The yield is 0.508. (7) The reactants are C(OC([N:11]1[CH2:16][CH2:15][CH:14]([C:17]2[N:18]([CH2:33][CH:34]3C[CH2:37][CH2:36][N:35]3[C:39]([O:41][C:42]([CH3:45])([CH3:44])[CH3:43])=[O:40])[CH:19]=[C:20]([C:22]3[CH:27]=[CH:26][C:25]([F:28])=[C:24]([C:29]([F:32])([F:31])[F:30])[CH:23]=3)N=2)[CH2:13][CH2:12]1)=O)C1C=CC=CC=1.FC(F)(F)C(O)=O.C([O-])=O.[NH4+:56]. The catalyst is CO.[Pd]. The product is [F:28][C:25]1[CH:26]=[CH:27][C:22]([C:20]2[N:56]=[C:17]([CH:14]3[CH2:13][CH2:12][NH:11][CH2:16][CH2:15]3)[N:18]([CH:33]3[CH2:37][CH2:36][N:35]([C:39]([O:41][C:42]([CH3:43])([CH3:44])[CH3:45])=[O:40])[CH2:34]3)[CH:19]=2)=[CH:23][C:24]=1[C:29]([F:30])([F:32])[F:31]. The yield is 0.700. (8) The reactants are C(=O)([O-])[O-].[K+].[K+].C([O:10][C:11]1[CH:12]=[C:13]([C@:17]2([CH3:37])[CH2:22][CH2:21][N:20]([CH2:23][C@@H:24]([CH2:29][C:30]3[CH:35]=[CH:34][CH:33]=[CH:32][CH:31]=3)[C:25]([O:27][CH3:28])=[O:26])[CH2:19][C@@H:18]2[CH3:36])[CH:14]=[CH:15][CH:16]=1)(=O)C.O. The catalyst is CO. The product is [OH:10][C:11]1[CH:12]=[C:13]([C@:17]2([CH3:37])[CH2:22][CH2:21][N:20]([CH2:23][C@@H:24]([CH2:29][C:30]3[CH:31]=[CH:32][CH:33]=[CH:34][CH:35]=3)[C:25]([O:27][CH3:28])=[O:26])[CH2:19][C@@H:18]2[CH3:36])[CH:14]=[CH:15][CH:16]=1. The yield is 0.410. (9) The reactants are [C:1]1([C:11]2[CH:19]=[CH:18][CH:17]=[C:16]3[C:12]=2[CH:13]=[CH:14][CH2:15]3)[C:10]2[C:5](=[CH:6][CH:7]=[CH:8][CH:9]=2)[CH:4]=[CH:3][CH:2]=1.CS(C)=O.[Br:24]N1C(=O)CCC1=O.C1(C)C=CC(S(O)(=O)=O)=CC=1. The catalyst is O.C1(C)C=CC=CC=1. The product is [Br:24][C:14]1[CH2:15][C:16]2[C:12]([CH:13]=1)=[C:11]([C:1]1[C:10]3[C:5](=[CH:6][CH:7]=[CH:8][CH:9]=3)[CH:4]=[CH:3][CH:2]=1)[CH:19]=[CH:18][CH:17]=2. The yield is 0.940. (10) The reactants are C([O:3][C:4](=O)[C:5]1[CH:10]=[C:9]([O:11][CH2:12][CH3:13])[C:8]([N:14]2[CH:18]=[CH:17][CH:16]=[CH:15]2)=[C:7]([O:19][CH2:20][CH3:21])[CH:6]=1)C.[H-].C([Al+]CC(C)C)C(C)C. The catalyst is C1(C)C=CC=CC=1. The product is [CH2:20]([O:19][C:7]1[CH:6]=[C:5]([CH2:4][OH:3])[CH:10]=[C:9]([O:11][CH2:12][CH3:13])[C:8]=1[N:14]1[CH:15]=[CH:16][CH:17]=[CH:18]1)[CH3:21]. The yield is 1.00.